This data is from Full USPTO retrosynthesis dataset with 1.9M reactions from patents (1976-2016). The task is: Predict the reactants needed to synthesize the given product. (1) Given the product [Cl:17][C:11]1[CH:10]=[C:9]([C:6]2[CH:7]=[CH:8][N:4]([CH2:3][C@@H:2]([NH:1][C:31]([C:29]3[N:28]=[CH:27][N:26]([C:24]4[CH:23]=[CH:22][CH:21]=[C:20]([CH3:19])[N:25]=4)[CH:30]=3)=[O:32])[CH3:18])[N:5]=2)[CH:16]=[CH:15][C:12]=1[C:13]#[N:14], predict the reactants needed to synthesize it. The reactants are: [NH2:1][C@@H:2]([CH3:18])[CH2:3][N:4]1[CH:8]=[CH:7][C:6]([C:9]2[CH:16]=[CH:15][C:12]([C:13]#[N:14])=[C:11]([Cl:17])[CH:10]=2)=[N:5]1.[CH3:19][C:20]1[N:25]=[C:24]([N:26]2[CH:30]=[C:29]([C:31](O)=[O:32])[N:28]=[CH:27]2)[CH:23]=[CH:22][CH:21]=1. (2) Given the product [Br:16][C:5]1[C:4]([CH:7]=[O:8])=[N:3][N:2]([CH3:1])[CH:6]=1, predict the reactants needed to synthesize it. The reactants are: [CH3:1][N:2]1[CH:6]=[CH:5][C:4]([CH:7]=[O:8])=[N:3]1.C1C(=O)N([Br:16])C(=O)C1. (3) The reactants are: [H-].[Na+].[OH:3][C:4]1[CH:12]=[CH:11][CH:10]=[C:9]2[C:5]=1[C:6]([CH3:13])=[N:7][NH:8]2.[CH2:14](Br)[C:15]1[CH:20]=[CH:19][CH:18]=[CH:17][CH:16]=1. Given the product [CH3:13][C:6]1[C:5]2[C:9](=[CH:10][CH:11]=[CH:12][C:4]=2[O:3][CH2:14][C:15]2[CH:20]=[CH:19][CH:18]=[CH:17][CH:16]=2)[NH:8][N:7]=1, predict the reactants needed to synthesize it. (4) Given the product [S:1]([OH:5])([OH:4])(=[O:3])=[O:2].[CH2:6]([N:8]1[C:14](=[O:15])[C:13]([CH3:17])([CH3:16])[C:12](=[O:18])[N:11]([CH3:19])[C:10]2[CH:20]=[C:21]([O:24][CH2:25][CH2:26][CH2:27][NH:28][CH2:29][C:30]3[CH:31]=[CH:32][N:33]=[CH:34][CH:35]=3)[CH:22]=[CH:23][C:9]1=2)[CH3:7], predict the reactants needed to synthesize it. The reactants are: [S:1](=[O:5])(=[O:4])([OH:3])[OH:2].[CH2:6]([N:8]1[C:14](=[O:15])[C:13]([CH3:17])([CH3:16])[C:12](=[O:18])[N:11]([CH3:19])[C:10]2[CH:20]=[C:21]([O:24][CH2:25][CH2:26][CH2:27][NH:28][CH2:29][C:30]3[CH:35]=[CH:34][N:33]=[CH:32][CH:31]=3)[CH:22]=[CH:23][C:9]1=2)[CH3:7]. (5) Given the product [Cl:23][C:24]1[CH:31]=[C:30]([Cl:32])[CH:29]=[CH:28][C:25]=1[CH2:26][O:1][C:2]1[C:11]([CH3:12])=[C:10]([O:13][CH2:14][O:15][CH3:16])[CH:9]=[CH:8][C:3]=1[C:4]([O:6][CH3:7])=[O:5], predict the reactants needed to synthesize it. The reactants are: [OH:1][C:2]1[C:11]([CH3:12])=[C:10]([O:13][CH2:14][O:15][CH3:16])[CH:9]=[CH:8][C:3]=1[C:4]([O:6][CH3:7])=[O:5].C(=O)([O-])[O-].[K+].[K+].[Cl:23][C:24]1[CH:31]=[C:30]([Cl:32])[CH:29]=[CH:28][C:25]=1[CH2:26]Cl.O.